Dataset: Peptide-MHC class II binding affinity with 134,281 pairs from IEDB. Task: Regression. Given a peptide amino acid sequence and an MHC pseudo amino acid sequence, predict their binding affinity value. This is MHC class II binding data. (1) The peptide sequence is YDKFLANVSTVLTGK. The MHC is HLA-DQA10102-DQB10502 with pseudo-sequence HLA-DQA10102-DQB10502. The binding affinity (normalized) is 0.217. (2) The peptide sequence is TEAKEGLKRGEITHHAV. The MHC is DRB1_0701 with pseudo-sequence DRB1_0701. The binding affinity (normalized) is 0.0968. (3) The peptide sequence is EGGAHLVQDDVIPAN. The MHC is HLA-DQA10101-DQB10501 with pseudo-sequence HLA-DQA10101-DQB10501. The binding affinity (normalized) is 0.254. (4) The peptide sequence is TMAQMNQAFRNIVNM. The MHC is HLA-DQA10102-DQB10602 with pseudo-sequence HLA-DQA10102-DQB10602. The binding affinity (normalized) is 0.318. (5) The peptide sequence is GGRLAFQEFMIVPSG. The MHC is DRB1_1602 with pseudo-sequence DRB1_1602. The binding affinity (normalized) is 0.451. (6) The peptide sequence is HEMNNGGDAMYMALI. The MHC is DRB4_0103 with pseudo-sequence DRB4_0103. The binding affinity (normalized) is 0.331.